This data is from Full USPTO retrosynthesis dataset with 1.9M reactions from patents (1976-2016). The task is: Predict the reactants needed to synthesize the given product. (1) Given the product [Br:1][C:2]1[C:7]([C:8]([NH2:18])=[O:9])=[CH:6][C:5]([NH:12][C:13]([NH:15][CH2:16][CH3:17])=[O:14])=[N:4][CH:3]=1, predict the reactants needed to synthesize it. The reactants are: [Br:1][C:2]1[C:7]([C:8](OC)=[O:9])=[CH:6][C:5]([NH:12][C:13]([NH:15][CH2:16][CH3:17])=[O:14])=[N:4][CH:3]=1.[NH3:18]. (2) Given the product [CH:1]1([O:10][C:11]2[C:12]([F:24])=[CH:13][C:14]([CH2:18][CH2:19][C:20]([O:22][CH3:23])=[O:21])=[CH:15][C:16]=2[F:17])[C:9]2[C:4](=[CH:5][CH:6]=[CH:7][CH:8]=2)[CH2:3][CH2:2]1, predict the reactants needed to synthesize it. The reactants are: [CH:1]1([O:10][C:11]2[C:16]([F:17])=[CH:15][C:14](/[CH:18]=[CH:19]/[C:20]([O:22][CH3:23])=[O:21])=[CH:13][C:12]=2[F:24])[C:9]2[C:4](=[CH:5][CH:6]=[CH:7][CH:8]=2)[CH2:3][CH2:2]1.[Sm].II.Cl. (3) Given the product [CH3:44][C:39]1[N:38]=[C:37]([C:20]2[CH:19]=[CH:18][C:17]([C@@H:15]([N:11]3[CH2:10][CH2:9][C@@:8]([C:5]4[CH:6]=[CH:7][C:2]([F:1])=[CH:3][CH:4]=4)([CH2:32][CH2:33][CH2:34][OH:35])[O:13][C:12]3=[O:14])[CH3:16])=[CH:22][CH:21]=2)[CH:42]=[C:41]([CH3:43])[N:40]=1, predict the reactants needed to synthesize it. The reactants are: [F:1][C:2]1[CH:7]=[CH:6][C:5]([C@:8]2([CH2:32][CH2:33][CH2:34][OH:35])[O:13][C:12](=[O:14])[N:11]([C@H:15]([C:17]3[CH:22]=[CH:21][C:20](B4OC(C)(C)C(C)(C)O4)=[CH:19][CH:18]=3)[CH3:16])[CH2:10][CH2:9]2)=[CH:4][CH:3]=1.Br[C:37]1[CH:42]=[C:41]([CH3:43])[N:40]=[C:39]([CH3:44])[N:38]=1. (4) Given the product [CH2:22]([O:21][C:19]([C:13]1([CH3:12])[CH2:18][CH2:17][N:16]([C:2]2[N:7]=[CH:6][C:5]([B:8]([OH:10])[OH:9])=[CH:4][N:3]=2)[CH2:15][CH2:14]1)=[O:20])[CH3:23], predict the reactants needed to synthesize it. The reactants are: Cl[C:2]1[N:7]=[CH:6][C:5]([B:8]([OH:10])[OH:9])=[CH:4][N:3]=1.Cl.[CH3:12][C:13]1([C:19]([O:21][CH2:22][CH3:23])=[O:20])[CH2:18][CH2:17][NH:16][CH2:15][CH2:14]1.C(O)C.C(N(CC)CC)C. (5) Given the product [CH2:1]([O:3][C:4]([C:6]1[CH:7]=[C:8]2[C:13](=[CH:14][CH:15]=1)[NH:12][CH:11]([C:16]1[CH:21]=[CH:20][CH:19]=[C:18]([NH:22][C:23]([CH3:25])([CH3:24])[C:26]([N:31]3[CH2:36][CH2:35][O:34][CH2:33][CH2:32]3)=[O:27])[CH:17]=1)[C:10]([CH3:29])([CH3:30])[CH2:9]2)=[O:5])[CH3:2], predict the reactants needed to synthesize it. The reactants are: [CH2:1]([O:3][C:4]([C:6]1[CH:7]=[C:8]2[C:13](=[CH:14][CH:15]=1)[NH:12][CH:11]([C:16]1[CH:21]=[CH:20][CH:19]=[C:18]([NH:22][C:23]([C:26](O)=[O:27])([CH3:25])[CH3:24])[CH:17]=1)[C:10]([CH3:30])([CH3:29])[CH2:9]2)=[O:5])[CH3:2].[NH:31]1[CH2:36][CH2:35][O:34][CH2:33][CH2:32]1.CN(C(ON1N=NC2C=CC=NC1=2)=[N+](C)C)C.F[P-](F)(F)(F)(F)F.C(N(CC)CC)C. (6) Given the product [Cl:1][C:2]1[C:11]2[C:6](=[CH:7][CH:8]=[CH:9][CH:10]=2)[C:5]([CH:14]=[O:15])=[C:4]([CH3:12])[CH:3]=1, predict the reactants needed to synthesize it. The reactants are: [Cl:1][C:2]1[C:11]2[C:6](=[CH:7][CH:8]=[CH:9][CH:10]=2)[CH:5]=[C:4]([CH3:12])[CH:3]=1.Cl[CH:14](Cl)[O:15]C. (7) Given the product [NH2:11][C:5]1[C:4]([C:1]([OH:3])=[O:2])=[CH:9][CH:8]=[CH:7][C:6]=1[NH:10][C:19]([NH:18][C:14]1[C:13]([CH3:12])=[CH:17][S:16][CH:15]=1)=[S:20], predict the reactants needed to synthesize it. The reactants are: [C:1]([C:4]1[C:5]([NH2:11])=[C:6]([NH2:10])[CH:7]=[CH:8][CH:9]=1)([OH:3])=[O:2].[CH3:12][C:13]1[C:14]([N:18]=[C:19]=[S:20])=[CH:15][S:16][CH:17]=1.C(Cl)Cl.CO.